From a dataset of Full USPTO retrosynthesis dataset with 1.9M reactions from patents (1976-2016). Predict the reactants needed to synthesize the given product. Given the product [C:3]([C:5]1[C:10]2[N:11]=[C:12]([C:14]3[S:15][CH:16]=[C:17]([C:19]([OH:21])=[O:20])[N:18]=3)[O:13][C:9]=2[C:8]([N:24]2[CH2:28][CH2:27][C@H:26]([N:29]([CH3:31])[CH3:30])[CH2:25]2)=[C:7]([C:32]2[CH:33]=[CH:34][CH:35]=[CH:36][CH:37]=2)[C:6]=1[CH3:38])#[N:4], predict the reactants needed to synthesize it. The reactants are: [OH-].[Na+].[C:3]([C:5]1[C:10]2[N:11]=[C:12]([C:14]3[S:15][CH:16]=[C:17]([C:19]([O:21]CC)=[O:20])[N:18]=3)[O:13][C:9]=2[C:8]([N:24]2[CH2:28][CH2:27][C@H:26]([N:29]([CH3:31])[CH3:30])[CH2:25]2)=[C:7]([C:32]2[CH:37]=[CH:36][CH:35]=[CH:34][CH:33]=2)[C:6]=1[CH3:38])#[N:4].Cl.